This data is from Full USPTO retrosynthesis dataset with 1.9M reactions from patents (1976-2016). The task is: Predict the reactants needed to synthesize the given product. Given the product [Br:1][CH2:2][CH2:3][C:4]1[CH:9]=[CH:8][C:7]([O:10][Si:16]([C:19]([CH3:22])([CH3:21])[CH3:20])([CH3:18])[CH3:17])=[CH:6][CH:5]=1, predict the reactants needed to synthesize it. The reactants are: [Br:1][CH2:2][CH2:3][C:4]1[CH:9]=[CH:8][C:7]([OH:10])=[CH:6][CH:5]=1.N1C=CN=C1.[Si:16](Cl)([C:19]([CH3:22])([CH3:21])[CH3:20])([CH3:18])[CH3:17].